Dataset: Reaction yield outcomes from USPTO patents with 853,638 reactions. Task: Predict the reaction yield, written as a fraction of the theoretical maximum amount of product (1.0 means a 100% yield; for example, 0.34 means a 34% yield). (1) The reactants are [NH2:1][C@H:2]1[C:11]2[C:6](=[CH:7][CH:8]=[C:9]([Br:12])[CH:10]=2)[N:5]([C:13](=[O:15])[CH3:14])[C@@H:4]([CH3:16])[CH2:3]1.Cl[C:18]1[CH:25]=[CH:24][C:21]([C:22]#[N:23])=[CH:20][N:19]=1.CCN(C(C)C)C(C)C. The catalyst is CN1C(=O)CCC1. The product is [C:13]([N:5]1[C:6]2[C:11](=[CH:10][C:9]([Br:12])=[CH:8][CH:7]=2)[C@H:2]([NH:1][C:18]2[CH:25]=[CH:24][C:21]([C:22]#[N:23])=[CH:20][N:19]=2)[CH2:3][C@@H:4]1[CH3:16])(=[O:15])[CH3:14]. The yield is 0.625. (2) The reactants are [C-:1]#[N:2].[Na+].FC(F)(F)C(O)=O.Br[CH2:12][C:13]1[CH:22]=[C:21]([N+:23]([O-:25])=[O:24])[CH:20]=[CH:19][C:14]=1[C:15]([O:17][CH3:18])=[O:16].O. The catalyst is CS(C)=O. The product is [C:1]([CH2:12][C:13]1[CH:22]=[C:21]([N+:23]([O-:25])=[O:24])[CH:20]=[CH:19][C:14]=1[C:15]([O:17][CH3:18])=[O:16])#[N:2]. The yield is 0.270. (3) The reactants are [CH:1]([C:4]1[CH:9]=[CH:8][C:7]([NH2:10])=[CH:6][CH:5]=1)([CH3:3])[CH3:2].N1C=CC=CC=1.[C:17](O[C:17]([C:19]([F:22])([F:21])[F:20])=[O:18])([C:19]([F:22])([F:21])[F:20])=[O:18]. The catalyst is C(Cl)Cl. The product is [F:20][C:19]([F:22])([F:21])[C:17]([NH:10][C:7]1[CH:8]=[CH:9][C:4]([CH:1]([CH3:3])[CH3:2])=[CH:5][CH:6]=1)=[O:18]. The yield is 0.940. (4) The reactants are [F:1][C:2]1[CH:7]=[CH:6][C:5]([Mg]Br)=[CH:4][CH:3]=1.[Cl:10][CH2:11][C:12]1[CH:20]=[C:19]([C:21]#[N:22])[CH:18]=[CH:17][C:13]=1[C:14](Cl)=[O:15].Cl. The catalyst is C1(C)C=CC=CC=1. The product is [Cl:10][CH2:11][C:12]1[CH:20]=[C:19]([CH:18]=[CH:17][C:13]=1[C:14](=[O:15])[C:5]1[CH:6]=[CH:7][C:2]([F:1])=[CH:3][CH:4]=1)[C:21]#[N:22]. The yield is 0.900.